Task: Predict the product of the given reaction.. Dataset: Forward reaction prediction with 1.9M reactions from USPTO patents (1976-2016) (1) Given the reactants [Cl:1][C:2]1[CH:7]=[CH:6][C:5]([CH2:8][C:9]([OH:11])=O)=[CH:4][CH:3]=1.[NH2:12][C:13]1[N:14]=[CH:15][C:16]2[C:21]([C:22]([C:24]3[CH:29]=[CH:28][N:27]=[C:26]([NH2:30])[CH:25]=3)=[O:23])=[CH:20][N:19]([CH:31]([CH3:33])[CH3:32])[C:17]=2[N:18]=1.CCN(CC)CC.C(P1(=O)OP(CCC)(=O)OP(CCC)(=O)O1)CC, predict the reaction product. The product is: [NH2:12][C:13]1[N:14]=[CH:15][C:16]2[C:21]([C:22]([C:24]3[CH:29]=[CH:28][N:27]=[C:26]([NH:30][C:9](=[O:11])[CH2:8][C:5]4[CH:4]=[CH:3][C:2]([Cl:1])=[CH:7][CH:6]=4)[CH:25]=3)=[O:23])=[CH:20][N:19]([CH:31]([CH3:33])[CH3:32])[C:17]=2[N:18]=1. (2) Given the reactants Cl[C:2]1[C:3]2[CH:4]=[C:5]3[CH:17]=[C:16]([O:18][CH3:19])[C:15]([O:20][CH2:21][CH2:22][Cl:23])=[CH:14][C:6]3=[N:7][C:8]=2[N:9]=[CH:10][C:11]=1[C:12]#[N:13].[Cl:24][C:25]1[CH:31]=[C:30]([Cl:32])[C:29]([O:33][CH3:34])=[CH:28][C:26]=1[NH2:27], predict the reaction product. The product is: [Cl:23][CH2:22][CH2:21][O:20][C:15]1[C:16]([O:18][CH3:19])=[CH:17][C:5]2[C:6]([CH:14]=1)=[N:7][C:8]1[N:9]=[CH:10][C:11]([C:12]#[N:13])=[C:2]([NH:27][C:26]3[CH:28]=[C:29]([O:33][CH3:34])[C:30]([Cl:32])=[CH:31][C:25]=3[Cl:24])[C:3]=1[CH:4]=2. (3) The product is: [C:17]1([C:15]2[N:16]=[C:12]([C@H:11]3[CH2:10][C:3]4[C:4]5[C:9](=[CH:8][CH:7]=[CH:6][CH:5]=5)[NH:1][C:2]=4[CH:50]([C@@H:46]4[CH2:47][CH2:48][CH2:49][N:45]4[C:43]([O:42][C:38]([CH3:41])([CH3:40])[CH3:39])=[O:44])[NH:23]3)[NH:13][CH:14]=2)[CH:18]=[CH:19][CH:20]=[CH:21][CH:22]=1. Given the reactants [NH:1]1[C:9]2[C:4](=[CH:5][CH:6]=[CH:7][CH:8]=2)[C:3]([CH2:10][C@@H:11]([NH:23]C(=O)OC(C)(C)C)[C:12]2[NH:13][CH:14]=[C:15]([C:17]3[CH:22]=[CH:21][CH:20]=[CH:19][CH:18]=3)[N:16]=2)=[CH:2]1.C(O)(C(F)(F)F)=O.[C:38]([O:42][C:43]([N:45]1[CH2:49][CH2:48][CH2:47][C@H:46]1[CH:50]=O)=[O:44])([CH3:41])([CH3:40])[CH3:39], predict the reaction product. (4) Given the reactants [H-].[H-].[H-].[H-].[Li+].[Al+3].[N:7]([C@@H:10]([C@@H:26]([CH2:32][CH3:33])[CH2:27][C:28]([F:31])([F:30])[F:29])[C:11](N1[C@H](CC2C=CC=CC=2)COC1=O)=[O:12])=[N+]=[N-], predict the reaction product. The product is: [NH2:7][C@@H:10]([C@@H:26]([CH2:32][CH3:33])[CH2:27][C:28]([F:29])([F:30])[F:31])[CH2:11][OH:12]. (5) The product is: [Br:7][C:8]1[CH:13]=[CH:12][C:11]2[C:2](=[O:3])[C:1](=[O:5])[S:14][C:10]=2[CH:9]=1. Given the reactants [C:1](Cl)(=[O:5])[C:2](Cl)=[O:3].[Br:7][C:8]1[CH:9]=[C:10]([SH:14])[CH:11]=[CH:12][CH:13]=1.[Cl-].[Al+3].[Cl-].[Cl-], predict the reaction product. (6) Given the reactants [Br:1][C:2]1[CH:7]=[CH:6][C:5]([S:8](Cl)(=[O:10])=[O:9])=[CH:4][CH:3]=1.[CH3:12][C:13]1[C:18]([NH2:19])=[CH:17][CH:16]=[CH:15][N:14]=1, predict the reaction product. The product is: [Br:1][C:2]1[CH:7]=[CH:6][C:5]([S:8]([NH:19][C:18]2[C:13]([CH3:12])=[N:14][CH:15]=[CH:16][CH:17]=2)(=[O:10])=[O:9])=[CH:4][CH:3]=1. (7) Given the reactants [CH:1]([C:4]1[CH:9]=[CH:8][CH:7]=[CH:6][C:5]=1[C:10]1[CH:15]=[CH:14][CH:13]=[CH:12][C:11]=1[CH2:16]O)([CH3:3])[CH3:2].S(Cl)([Cl:20])=O, predict the reaction product. The product is: [Cl:20][CH2:16][C:11]1[CH:12]=[CH:13][CH:14]=[CH:15][C:10]=1[C:5]1[CH:6]=[CH:7][CH:8]=[CH:9][C:4]=1[CH:1]([CH3:3])[CH3:2].